This data is from Reaction yield outcomes from USPTO patents with 853,638 reactions. The task is: Predict the reaction yield, written as a fraction of the theoretical maximum amount of product (1.0 means a 100% yield; for example, 0.34 means a 34% yield). The reactants are S(Cl)(Cl)=O.[Cl:5][C:6]1[CH:7]=[C:8]([C:16]([OH:18])=[O:17])[C:9]2[N:10]([C:12]([CH3:15])=[N:13][N:14]=2)[N:11]=1.[CH3:19]O. No catalyst specified. The product is [Cl:5][C:6]1[CH:7]=[C:8]([C:16]([O:18][CH3:19])=[O:17])[C:9]2[N:10]([C:12]([CH3:15])=[N:13][N:14]=2)[N:11]=1. The yield is 0.718.